From a dataset of Reaction yield outcomes from USPTO patents with 853,638 reactions. Predict the reaction yield, written as a fraction of the theoretical maximum amount of product (1.0 means a 100% yield; for example, 0.34 means a 34% yield). (1) The reactants are [O:1]=[C:2]1[C:11]2[C:6](=[C:7]([NH:16][C:17](=[O:23])[O:18][C:19]([CH3:22])([CH3:21])[CH3:20])[CH:8]=[C:9]([O:12][CH:13]([CH3:15])[CH3:14])[CH:10]=2)[CH2:5][CH2:4][NH:3]1.C1C(=O)N([Cl:31])C(=O)C1. The catalyst is CC#N. The product is [Cl:31][C:10]1[C:9]([O:12][CH:13]([CH3:15])[CH3:14])=[CH:8][C:7]([NH:16][C:17](=[O:23])[O:18][C:19]([CH3:21])([CH3:20])[CH3:22])=[C:6]2[C:11]=1[C:2](=[O:1])[NH:3][CH2:4][CH2:5]2. The yield is 0.920. (2) The reactants are Cl[C:2]1[N:10]=[CH:9][C:8]2[N:7]([CH2:11][O:12][CH2:13][CH2:14][Si:15]([CH3:18])([CH3:17])[CH3:16])[C:6]3[N:19]=[CH:20][CH:21]=[CH:22][C:5]=3[C:4]=2[C:3]=1[F:23].[CH3:24][N:25](C=O)C. The catalyst is [C-]#N.[Zn+2].[C-]#N.C1C=CC([P]([Pd]([P](C2C=CC=CC=2)(C2C=CC=CC=2)C2C=CC=CC=2)([P](C2C=CC=CC=2)(C2C=CC=CC=2)C2C=CC=CC=2)[P](C2C=CC=CC=2)(C2C=CC=CC=2)C2C=CC=CC=2)(C2C=CC=CC=2)C2C=CC=CC=2)=CC=1. The product is [F:23][C:3]1[C:4]2[C:5]3[CH:22]=[CH:21][CH:20]=[N:19][C:6]=3[N:7]([CH2:11][O:12][CH2:13][CH2:14][Si:15]([CH3:18])([CH3:17])[CH3:16])[C:8]=2[CH:9]=[N:10][C:2]=1[C:24]#[N:25]. The yield is 0.680. (3) The reactants are [CH2:1]([N:4]1[CH2:11][CH:10]2[C:6]([C:23]3[S:24][C:25]([F:28])=[CH:26][CH:27]=3)([N:7]([C:12]([NH:14][C:15](=[O:22])[C:16]3[CH:21]=[CH:20][CH:19]=[CH:18][CH:17]=3)=[S:13])[O:8][CH2:9]2)[CH2:5]1)[CH:2]=[CH2:3]. The catalyst is [Zn].C(O)(=O)C. The product is [CH2:1]([N:4]1[CH2:11][CH:10]([CH2:9][OH:8])[C:6]([NH:7][C:12]([NH:14][C:15](=[O:22])[C:16]2[CH:17]=[CH:18][CH:19]=[CH:20][CH:21]=2)=[S:13])([C:23]2[S:24][C:25]([F:28])=[CH:26][CH:27]=2)[CH2:5]1)[CH:2]=[CH2:3]. The yield is 0.960.